This data is from Full USPTO retrosynthesis dataset with 1.9M reactions from patents (1976-2016). The task is: Predict the reactants needed to synthesize the given product. (1) Given the product [O:15]=[C:9]1[C:10]2[C:1]([NH:11][C:12](=[O:14])[CH3:13])=[CH:2][CH:3]=[CH:4][C:5]=2[CH2:6][CH2:7][CH2:8]1, predict the reactants needed to synthesize it. The reactants are: [C:1]1([NH:11][C:12](=[O:14])[CH3:13])[C:10]2[CH2:9][CH2:8][CH2:7][CH2:6][C:5]=2[CH:4]=[CH:3][CH:2]=1.[O-:15][Mn](=O)(=O)=O.[K+]. (2) Given the product [Cl:37][C:34]1[CH:33]=[CH:32][C:31]([CH2:30][N:11]([CH2:10][CH2:9][NH:8][C:6](=[O:7])[O:5][C:1]([CH3:2])([CH3:3])[CH3:4])[C:12]([N:14]2[CH2:15][CH2:16][NH:17][CH2:18][CH2:19]2)=[O:13])=[CH:36][CH:35]=1, predict the reactants needed to synthesize it. The reactants are: [C:1]([O:5][C:6]([NH:8][CH2:9][CH2:10][N:11]([CH2:30][C:31]1[CH:36]=[CH:35][C:34]([Cl:37])=[CH:33][CH:32]=1)[C:12]([N:14]1[CH2:19][CH2:18][N:17](C(OCC2C=CC=CC=2)=O)[CH2:16][CH2:15]1)=[O:13])=[O:7])([CH3:4])([CH3:3])[CH3:2].[OH-].[K+].CO.O.[OH-].[K+].CO.